Dataset: Full USPTO retrosynthesis dataset with 1.9M reactions from patents (1976-2016). Task: Predict the reactants needed to synthesize the given product. (1) Given the product [CH2:20]1[C:28]2[C:23](=[CH:24][CH:25]=[CH:26][CH:27]=2)[CH2:22][N:21]1[C:6](=[O:18])[C:5]([C:4]1[CH:3]=[C:2]([I:1])[CH:10]=[CH:9][C:8]=1[NH:7][C:11](=[O:12])[O:13][C:14]([CH3:15])([CH3:16])[CH3:17])=[O:19], predict the reactants needed to synthesize it. The reactants are: [I:1][C:2]1[CH:3]=[C:4]2[C:8](=[CH:9][CH:10]=1)[N:7]([C:11]([O:13][C:14]([CH3:17])([CH3:16])[CH3:15])=[O:12])[C:6](=[O:18])[C:5]2=[O:19].[CH2:20]1[C:28]2[C:23](=[CH:24][CH:25]=[CH:26][CH:27]=2)[CH2:22][NH:21]1. (2) Given the product [CH3:1][O:2][C:3](=[O:15])[C:4]1[CH:12]=[CH:11][C:7]([C:8]([N:40]([CH2:41][CH2:42][N:43]2[CH2:44][CH2:45][CH:46]([O:49][C:50](=[O:64])[NH:51][C:52]3[CH:57]=[CH:56][CH:55]=[CH:54][C:53]=3[C:58]3[CH:63]=[CH:62][CH:61]=[CH:60][CH:59]=3)[CH2:47][CH2:48]2)[CH3:39])=[O:10])=[C:6]([O:13][CH3:14])[CH:5]=1, predict the reactants needed to synthesize it. The reactants are: [CH3:1][O:2][C:3](=[O:15])[C:4]1[CH:12]=[CH:11][C:7]([C:8]([OH:10])=O)=[C:6]([O:13][CH3:14])[CH:5]=1.C(Cl)CCl.C1C=NC2N(O)N=NC=2C=1.CCN(C(C)C)C(C)C.[CH3:39][NH:40][CH2:41][CH2:42][N:43]1[CH2:48][CH2:47][CH:46]([O:49][C:50](=[O:64])[NH:51][C:52]2[CH:57]=[CH:56][CH:55]=[CH:54][C:53]=2[C:58]2[CH:63]=[CH:62][CH:61]=[CH:60][CH:59]=2)[CH2:45][CH2:44]1. (3) The reactants are: [NH2:1][C:2]1[CH:3]=[C:4]([CH3:10])[C:5](=[O:9])[N:6]([CH3:8])[CH:7]=1.[Cl:11][C:12]1[CH:19]=[CH:18][C:15]([CH:16]=O)=[CH:14][CH:13]=1.[CH:20]1([C:23](=[O:32])[CH2:24][C:25](=[O:31])[C:26](OCC)=[O:27])C[CH2:21]1. Given the product [Cl:11][C:12]1[CH:19]=[CH:18][C:15]([CH:16]2[C:24]([C:23](=[O:32])[CH2:20][CH3:21])=[C:25]([OH:31])[C:26](=[O:27])[N:1]2[C:2]2[CH:3]=[C:4]([CH3:10])[C:5](=[O:9])[N:6]([CH3:8])[CH:7]=2)=[CH:14][CH:13]=1, predict the reactants needed to synthesize it. (4) Given the product [CH3:1][C:2]1[CH:7]=[CH:6][C:5]([NH:8][C:15]([CH:12]2[CH2:14][CH2:13]2)=[O:16])=[CH:4][C:3]=1[N+:9]([O-:11])=[O:10], predict the reactants needed to synthesize it. The reactants are: [CH3:1][C:2]1[CH:7]=[CH:6][C:5]([NH2:8])=[CH:4][C:3]=1[N+:9]([O-:11])=[O:10].[CH:12]1([C:15](O)=[O:16])[CH2:14][CH2:13]1.CN(C(ON1N=NC2C=CC=NC1=2)=[N+](C)C)C.F[P-](F)(F)(F)(F)F.CCN(C(C)C)C(C)C.